From a dataset of Reaction yield outcomes from USPTO patents with 853,638 reactions. Predict the reaction yield, written as a fraction of the theoretical maximum amount of product (1.0 means a 100% yield; for example, 0.34 means a 34% yield). (1) The reactants are CON(C)[C:4]([C:6]1[C:10]2[CH:11]=[CH:12][CH:13]=[CH:14][C:9]=2[O:8][N:7]=1)=[O:5].[CH2:16]([Mg]Cl)[C:17]1[CH:22]=[CH:21][CH:20]=[CH:19][CH:18]=1. The catalyst is C1COCC1. The product is [O:8]1[C:9]2[CH:14]=[CH:13][CH:12]=[CH:11][C:10]=2[C:6]([C:4](=[O:5])[CH2:16][C:17]2[CH:22]=[CH:21][CH:20]=[CH:19][CH:18]=2)=[N:7]1. The yield is 0.450. (2) The product is [CH3:1][O:2][C:3]([C:5]1[S:9][C:8]2[CH:10]=[C:11]([C:26]3[CH:31]=[CH:30][CH:29]=[CH:28][CH:27]=3)[CH:12]=[CH:13][C:7]=2[C:6]=1[O:15][CH2:16][C:17]([O:19][C:20]([CH3:23])([CH3:22])[CH3:21])=[O:18])=[O:4]. The reactants are [CH3:1][O:2][C:3]([C:5]1[S:9][C:8]2[CH:10]=[C:11](Cl)[CH:12]=[CH:13][C:7]=2[C:6]=1[O:15][CH2:16][C:17]([O:19][C:20]([CH3:23])([CH3:22])[CH3:21])=[O:18])=[O:4].[F-].[K+].[C:26]1(B(O)O)[CH:31]=[CH:30][CH:29]=[CH:28][CH:27]=1. The catalyst is C1C=CC(/C=C/C(/C=C/C2C=CC=CC=2)=O)=CC=1.C1C=CC(/C=C/C(/C=C/C2C=CC=CC=2)=O)=CC=1.C1C=CC(/C=C/C(/C=C/C2C=CC=CC=2)=O)=CC=1.[Pd].[Pd]. The yield is 0.200. (3) The reactants are [CH:1]([C:4]1[C:13]2[C:8](=[CH:9][CH:10]=[CH:11][CH:12]=2)[N:7]=[C:6](O)[CH:5]=1)([CH3:3])[CH3:2].O=P(Cl)(Cl)[Cl:17]. The catalyst is C1(C)C=CC=CC=1. The product is [Cl:17][C:6]1[CH:5]=[C:4]([CH:1]([CH3:3])[CH3:2])[C:13]2[C:8](=[CH:9][CH:10]=[CH:11][CH:12]=2)[N:7]=1. The yield is 0.840.